Regression. Given two drug SMILES strings and cell line genomic features, predict the synergy score measuring deviation from expected non-interaction effect. From a dataset of NCI-60 drug combinations with 297,098 pairs across 59 cell lines. (1) Drug 1: C1C(C(OC1N2C=NC3=C(N=C(N=C32)Cl)N)CO)O. Drug 2: CC1=C(C(=CC=C1)Cl)NC(=O)C2=CN=C(S2)NC3=CC(=NC(=N3)C)N4CCN(CC4)CCO. Cell line: HCC-2998. Synergy scores: CSS=57.8, Synergy_ZIP=0.298, Synergy_Bliss=0.480, Synergy_Loewe=1.52, Synergy_HSA=1.79. (2) Drug 1: C1CN(CCN1C(=O)CCBr)C(=O)CCBr. Drug 2: COCCOC1=C(C=C2C(=C1)C(=NC=N2)NC3=CC=CC(=C3)C#C)OCCOC.Cl. Cell line: UACC62. Synergy scores: CSS=42.6, Synergy_ZIP=-5.22, Synergy_Bliss=-2.50, Synergy_Loewe=-0.176, Synergy_HSA=-0.268. (3) Drug 1: CC1OCC2C(O1)C(C(C(O2)OC3C4COC(=O)C4C(C5=CC6=C(C=C35)OCO6)C7=CC(=C(C(=C7)OC)O)OC)O)O. Drug 2: C(=O)(N)NO. Cell line: U251. Synergy scores: CSS=54.8, Synergy_ZIP=-1.92, Synergy_Bliss=-1.24, Synergy_Loewe=0.490, Synergy_HSA=1.61. (4) Drug 1: CC1=C2C(C(=O)C3(C(CC4C(C3C(C(C2(C)C)(CC1OC(=O)C(C(C5=CC=CC=C5)NC(=O)OC(C)(C)C)O)O)OC(=O)C6=CC=CC=C6)(CO4)OC(=O)C)OC)C)OC. Drug 2: CCC1=CC2CC(C3=C(CN(C2)C1)C4=CC=CC=C4N3)(C5=C(C=C6C(=C5)C78CCN9C7C(C=CC9)(C(C(C8N6C)(C(=O)OC)O)OC(=O)C)CC)OC)C(=O)OC.C(C(C(=O)O)O)(C(=O)O)O. Cell line: SK-MEL-5. Synergy scores: CSS=44.0, Synergy_ZIP=-2.37, Synergy_Bliss=-6.75, Synergy_Loewe=-6.28, Synergy_HSA=-2.34. (5) Drug 1: C1=CC=C(C(=C1)C(C2=CC=C(C=C2)Cl)C(Cl)Cl)Cl. Drug 2: CC12CCC3C(C1CCC2O)C(CC4=C3C=CC(=C4)O)CCCCCCCCCS(=O)CCCC(C(F)(F)F)(F)F. Cell line: TK-10. Synergy scores: CSS=0.862, Synergy_ZIP=-1.13, Synergy_Bliss=-1.50, Synergy_Loewe=-2.29, Synergy_HSA=-1.92. (6) Drug 1: C1CCN(CC1)CCOC2=CC=C(C=C2)C(=O)C3=C(SC4=C3C=CC(=C4)O)C5=CC=C(C=C5)O. Drug 2: C1CCC(C(C1)N)N.C(=O)(C(=O)[O-])[O-].[Pt+4]. Cell line: CCRF-CEM. Synergy scores: CSS=31.8, Synergy_ZIP=-3.48, Synergy_Bliss=3.67, Synergy_Loewe=-14.7, Synergy_HSA=-0.246. (7) Drug 1: CCC1(CC2CC(C3=C(CCN(C2)C1)C4=CC=CC=C4N3)(C5=C(C=C6C(=C5)C78CCN9C7C(C=CC9)(C(C(C8N6C=O)(C(=O)OC)O)OC(=O)C)CC)OC)C(=O)OC)O.OS(=O)(=O)O. Drug 2: CC1=C(C=C(C=C1)NC(=O)C2=CC=C(C=C2)CN3CCN(CC3)C)NC4=NC=CC(=N4)C5=CN=CC=C5. Cell line: BT-549. Synergy scores: CSS=10.6, Synergy_ZIP=-3.04, Synergy_Bliss=-3.27, Synergy_Loewe=-44.5, Synergy_HSA=-4.36. (8) Drug 1: CC(CN1CC(=O)NC(=O)C1)N2CC(=O)NC(=O)C2. Drug 2: C(CN)CNCCSP(=O)(O)O. Cell line: MDA-MB-231. Synergy scores: CSS=-0.878, Synergy_ZIP=9.59, Synergy_Bliss=11.5, Synergy_Loewe=-0.117, Synergy_HSA=4.75. (9) Drug 1: CCN(CC)CCNC(=O)C1=C(NC(=C1C)C=C2C3=C(C=CC(=C3)F)NC2=O)C. Drug 2: CC1CCCC2(C(O2)CC(NC(=O)CC(C(C(=O)C(C1O)C)(C)C)O)C(=CC3=CSC(=N3)C)C)C. Cell line: COLO 205. Synergy scores: CSS=65.1, Synergy_ZIP=5.99, Synergy_Bliss=1.70, Synergy_Loewe=9.97, Synergy_HSA=7.39. (10) Drug 1: CS(=O)(=O)C1=CC(=C(C=C1)C(=O)NC2=CC(=C(C=C2)Cl)C3=CC=CC=N3)Cl. Drug 2: COC1=C(C=C2C(=C1)N=CN=C2NC3=CC(=C(C=C3)F)Cl)OCCCN4CCOCC4. Cell line: OVCAR-8. Synergy scores: CSS=40.7, Synergy_ZIP=0.868, Synergy_Bliss=7.83, Synergy_Loewe=-5.21, Synergy_HSA=9.74.